Task: Predict the reactants needed to synthesize the given product.. Dataset: Full USPTO retrosynthesis dataset with 1.9M reactions from patents (1976-2016) (1) Given the product [Cl:41][C:15]1[CH:16]=[C:17]2[N:22]=[C:21]([O:23][C@@H:24]3[CH2:25][O:26][C@@H:27]4[C@H:31]([OH:32])[CH2:30][O:29][C@H:28]34)[N:20]([CH2:33][O:34][CH2:35][CH2:36][Si:37]([CH3:40])([CH3:39])[CH3:38])[C:18]2=[N:19][C:14]=1[C:11]1[CH:12]=[CH:13][C:8]([C:4]2[CH:3]=[C:2]([N:45]=[S:43]([CH3:46])([CH3:42])=[O:44])[CH:7]=[CH:6][N:5]=2)=[CH:9][CH:10]=1, predict the reactants needed to synthesize it. The reactants are: Br[C:2]1[CH:7]=[CH:6][N:5]=[C:4]([C:8]2[CH:13]=[CH:12][C:11]([C:14]3[N:19]=[C:18]4[N:20]([CH2:33][O:34][CH2:35][CH2:36][Si:37]([CH3:40])([CH3:39])[CH3:38])[C:21]([O:23][C@H:24]5[C@H:28]6[O:29][CH2:30][C@@H:31]([OH:32])[C@H:27]6[O:26][CH2:25]5)=[N:22][C:17]4=[CH:16][C:15]=3[Cl:41])=[CH:10][CH:9]=2)[CH:3]=1.[CH3:42][S:43]([CH3:46])(=[NH:45])=[O:44]. (2) Given the product [F:19][C:20]1[CH:31]=[C:30]2[C:23](=[CH:22][CH:21]=1)[NH:24][CH:25]=[C:26]2[CH2:27][CH2:28][NH:29][C:15]([C:9]1([NH:8][C:6](=[O:7])[O:5][C:1]([CH3:2])([CH3:3])[CH3:4])[CH2:10][CH2:11][CH2:12][CH2:13][CH2:14]1)=[O:17], predict the reactants needed to synthesize it. The reactants are: [C:1]([O:5][C:6]([NH:8][C:9]1([C:15]([OH:17])=O)[CH2:14][CH2:13][CH2:12][CH2:11][CH2:10]1)=[O:7])([CH3:4])([CH3:3])[CH3:2].Cl.[F:19][C:20]1[CH:31]=[C:30]2[C:23]([NH:24][CH:25]=[C:26]2[CH2:27][CH2:28][NH2:29])=[CH:22][CH:21]=1.C(N(C(C)C)CC)(C)C.F[P-](F)(F)(F)(F)F.N1(OC(N(C)C)=[N+](C)C)C2N=CC=CC=2N=N1. (3) Given the product [Cl:15][C:6]([C:9]1[CH:14]=[CH:13][N:12]=[CH:11][CH:10]=1)=[CH:7][C:26]#[N:24], predict the reactants needed to synthesize it. The reactants are: P(Cl)(Cl)(Cl)=O.[C:6]([C:9]1[CH:14]=[CH:13][N:12]=[CH:11][CH:10]=1)(=O)[CH3:7].[ClH:15].NO.C([O-])(O)=O.[Na+].C[N:24]([CH:26]=O)C. (4) Given the product [CH3:1][C:2]1[S:3][C:4]2[CH:10]=[C:9]([S:11]([N:15]3[CH2:20][CH2:19][CH2:18][CH2:17][CH2:16]3)(=[O:13])=[O:12])[CH:8]=[CH:7][C:5]=2[N:6]=1, predict the reactants needed to synthesize it. The reactants are: [CH3:1][C:2]1[S:3][C:4]2[CH:10]=[C:9]([S:11](Cl)(=[O:13])=[O:12])[CH:8]=[CH:7][C:5]=2[N:6]=1.[NH:15]1[CH2:20][CH2:19][CH2:18][CH2:17][CH2:16]1.CCCCCC. (5) The reactants are: Cl[CH:2]([C:4]1[C:5]([CH3:20])=[N:6][C:7]([C:10]2[CH:15]=[CH:14][C:13]([C:16]([F:19])([F:18])[F:17])=[CH:12][CH:11]=2)=[CH:8][CH:9]=1)[CH3:3].[C:21]([O:25][C:26](=[O:37])[CH2:27][S:28][C:29]1[CH:34]=[CH:33][C:32]([OH:35])=[CH:31][C:30]=1[CH3:36])([CH3:24])([CH3:23])[CH3:22].C([O-])([O-])=O.[Cs+].[Cs+]. Given the product [C:21]([O:25][C:26](=[O:37])[CH2:27][S:28][C:29]1[CH:34]=[CH:33][C:32]([O:35][CH:2]([C:4]2[C:5]([CH3:20])=[N:6][C:7]([C:10]3[CH:15]=[CH:14][C:13]([C:16]([F:19])([F:18])[F:17])=[CH:12][CH:11]=3)=[CH:8][CH:9]=2)[CH3:3])=[CH:31][C:30]=1[CH3:36])([CH3:24])([CH3:23])[CH3:22], predict the reactants needed to synthesize it.